From a dataset of Full USPTO retrosynthesis dataset with 1.9M reactions from patents (1976-2016). Predict the reactants needed to synthesize the given product. (1) Given the product [Br:13][C:10]1[CH:9]=[CH:8][C:7]([N:4]2[CH:5]=[CH:6][C:2]([NH:1][C:27](=[O:34])[CH2:28][C:29]([O:31][CH2:32][CH3:33])=[O:30])=[C:3]2[C:14]([O:16][CH2:17][CH3:18])=[O:15])=[CH:12][CH:11]=1, predict the reactants needed to synthesize it. The reactants are: [NH2:1][C:2]1[CH:6]=[CH:5][N:4]([C:7]2[CH:12]=[CH:11][C:10]([Br:13])=[CH:9][CH:8]=2)[C:3]=1[C:14]([O:16][CH2:17][CH3:18])=[O:15].C(N(CC)CC)C.Cl[C:27](=[O:34])[CH2:28][C:29]([O:31][CH2:32][CH3:33])=[O:30]. (2) The reactants are: [BrH:1].[Br:2][C:3]1[CH:8]=[CH:7][C:6]([CH2:9]O)=[C:5]([CH3:11])[CH:4]=1. Given the product [Br:2][C:3]1[CH:8]=[CH:7][C:6]([CH2:9][Br:1])=[C:5]([CH3:11])[CH:4]=1, predict the reactants needed to synthesize it.